Predict which catalyst facilitates the given reaction. From a dataset of Catalyst prediction with 721,799 reactions and 888 catalyst types from USPTO. Reactant: [N:1]1([C:6]2[N:11]=[CH:10][C:9]([CH2:12][C:13]([OH:15])=O)=[CH:8][CH:7]=2)[CH:5]=[N:4][N:3]=[N:2]1.[C:16]([N:23]1[CH2:28][CH2:27][NH:26][CH2:25][CH2:24]1)([O:18][C:19]([CH3:22])([CH3:21])[CH3:20])=[O:17].C1C=CC2N(O)N=NC=2C=1.C(Cl)CCl.CCN(CC)CC. Product: [N:1]1([C:6]2[N:11]=[CH:10][C:9]([CH2:12][C:13]([N:26]3[CH2:25][CH2:24][N:23]([C:16]([O:18][C:19]([CH3:22])([CH3:21])[CH3:20])=[O:17])[CH2:28][CH2:27]3)=[O:15])=[CH:8][CH:7]=2)[CH:5]=[N:4][N:3]=[N:2]1. The catalyst class is: 34.